Dataset: Full USPTO retrosynthesis dataset with 1.9M reactions from patents (1976-2016). Task: Predict the reactants needed to synthesize the given product. (1) Given the product [Cl:20][C:17]1[CH:18]=[CH:19][C:14]([N:11]2[CH2:12][CH2:13][N:8]([C:6]3[N:7]=[C:2]([NH:25][C@H:26]([CH2:27][CH:28]([CH3:30])[CH3:29])[CH2:31][OH:32])[C:3]4[S:23](=[O:24])[CH2:22][CH2:21][C:4]=4[N:5]=3)[CH2:9][CH2:10]2)=[CH:15][CH:16]=1, predict the reactants needed to synthesize it. The reactants are: Cl[C:2]1[C:3]2[S:23](=[O:24])[CH2:22][CH2:21][C:4]=2[N:5]=[C:6]([N:8]2[CH2:13][CH2:12][N:11]([C:14]3[CH:19]=[CH:18][C:17]([Cl:20])=[CH:16][CH:15]=3)[CH2:10][CH2:9]2)[N:7]=1.[NH2:25][C@@H:26]([CH2:31][OH:32])[CH2:27][CH:28]([CH3:30])[CH3:29].C(N(C(C)C)CC)(C)C.O. (2) Given the product [Cl:1][C:2]1[CH:3]=[CH:4][C:5]([C@@:8]2([CH3:37])[C@:12]([C:14]3[CH:15]=[CH:16][C:17]([Cl:20])=[CH:18][CH:19]=3)([CH3:13])[N:11]([C:21]([N:43]3[CH2:42][CH2:41][N:40]([CH2:46][CH2:47][NH:48][C:49](=[O:51])[CH3:50])[CH2:45][CH2:44]3)=[O:22])[C:10]([C:24]3[CH:29]=[CH:28][C:27]([C:30]([OH:33])([CH3:32])[CH3:31])=[CH:26][C:25]=3[O:34][CH2:35][CH3:36])=[N:9]2)=[CH:6][CH:7]=1, predict the reactants needed to synthesize it. The reactants are: [Cl:1][C:2]1[CH:7]=[CH:6][C:5]([C:8]2([CH3:37])[C:12]([C:14]3[CH:19]=[CH:18][C:17]([Cl:20])=[CH:16][CH:15]=3)([CH3:13])[N:11]([C:21](Cl)=[O:22])[C:10]([C:24]3[CH:29]=[CH:28][C:27]([C:30]([OH:33])([CH3:32])[CH3:31])=[CH:26][C:25]=3[O:34][CH2:35][CH3:36])=[N:9]2)=[CH:4][CH:3]=1.Cl.Cl.[N:40]1([CH2:46][CH2:47][NH:48][C:49](=[O:51])[CH3:50])[CH2:45][CH2:44][NH:43][CH2:42][CH2:41]1. (3) Given the product [CH2:13]([C:12]([C:17]1[CH:18]=[C:19]([CH3:34])[C:20]2[O:24][C:23]([C:25]([N:27]([CH2:29][C:30]([OH:32])=[O:31])[CH3:28])=[O:26])=[CH:22][C:21]=2[CH:33]=1)([C:9]1[CH:10]=[CH:11][C:6]([O:5][CH2:4][CH:3]([OH:36])[C:2]([CH3:37])([CH3:38])[CH3:1])=[C:7]([CH3:35])[CH:8]=1)[CH2:15][CH3:16])[CH3:14], predict the reactants needed to synthesize it. The reactants are: [CH3:1][C:2]([CH3:38])([CH3:37])[C:3](=[O:36])[CH2:4][O:5][C:6]1[CH:11]=[CH:10][C:9]([C:12]([C:17]2[CH:18]=[C:19]([CH3:34])[C:20]3[O:24][C:23]([C:25]([N:27]([CH2:29][C:30]([OH:32])=[O:31])[CH3:28])=[O:26])=[CH:22][C:21]=3[CH:33]=2)([CH2:15][CH3:16])[CH2:13][CH3:14])=[CH:8][C:7]=1[CH3:35].[BH4-].[Na+]. (4) Given the product [CH2:1]([O:8][C:9]1[CH:14]=[CH:13][C:12]([S:15]([C:18]2[CH:23]=[CH:22][C:21]([CH2:24][CH2:25][NH:26][C:27](=[O:32])[C:28]([F:30])([F:31])[F:29])=[CH:20][CH:19]=2)(=[O:17])=[O:16])=[CH:11][C:10]=1[O:33][CH2:40][O:41][CH3:42])[C:2]1[CH:3]=[CH:4][CH:5]=[CH:6][CH:7]=1, predict the reactants needed to synthesize it. The reactants are: [CH2:1]([O:8][C:9]1[CH:14]=[CH:13][C:12]([S:15]([C:18]2[CH:23]=[CH:22][C:21]([CH2:24][CH2:25][NH:26][C:27](=[O:32])[C:28]([F:31])([F:30])[F:29])=[CH:20][CH:19]=2)(=[O:17])=[O:16])=[CH:11][C:10]=1[OH:33])[C:2]1[CH:7]=[CH:6][CH:5]=[CH:4][CH:3]=1.C(=O)([O-])[O-].[K+].[K+].[CH3:40][O:41][CH2:42]Cl.O.